Dataset: Catalyst prediction with 721,799 reactions and 888 catalyst types from USPTO. Task: Predict which catalyst facilitates the given reaction. Reactant: CON(C)[C:4]([C:6]1[C:15](=[O:16])[C:14]2[C:9](=[CH:10][CH:11]=[CH:12][CH:13]=2)[N:8]([CH2:17][C:18]2[CH:23]=[CH:22][CH:21]=[C:20]([Br:24])[N:19]=2)[CH:7]=1)=[O:5].[F:26][C:27]1[CH:32]=[CH:31][C:30]([Mg]Br)=[CH:29][C:28]=1[CH3:35]. Product: [Br:24][C:20]1[N:19]=[C:18]([CH2:17][N:8]2[C:9]3[C:14](=[CH:13][CH:12]=[CH:11][CH:10]=3)[C:15](=[O:16])[C:6]([C:4](=[O:5])[C:30]3[CH:31]=[CH:32][C:27]([F:26])=[C:28]([CH3:35])[CH:29]=3)=[CH:7]2)[CH:23]=[CH:22][CH:21]=1. The catalyst class is: 1.